From a dataset of Reaction yield outcomes from USPTO patents with 853,638 reactions. Predict the reaction yield, written as a fraction of the theoretical maximum amount of product (1.0 means a 100% yield; for example, 0.34 means a 34% yield). (1) The reactants are [F:1][C:2]1[C:11]2[N:10]=[C:9]([CH3:12])[CH:8]=[CH:7][C:6]=2[C:5]([OH:13])=[CH:4][CH:3]=1.N1C=CC=CC=1.[F:20][C:21]([F:34])([F:33])[S:22](O[S:22]([C:21]([F:34])([F:33])[F:20])(=[O:24])=[O:23])(=[O:24])=[O:23].O. The catalyst is ClCCl. The product is [F:20][C:21]([F:34])([F:33])[S:22]([O:13][C:5]1[CH:4]=[CH:3][C:2]([F:1])=[C:11]2[C:6]=1[CH:7]=[CH:8][C:9]([CH3:12])=[N:10]2)(=[O:24])=[O:23]. The yield is 0.740. (2) The yield is 0.0500. The catalyst is CN(C=O)C. The reactants are [NH2:1][C:2]1([CH2:10][OH:11])[CH:7]2[CH2:8][CH2:9][N:4]([CH2:5][CH2:6]2)[CH2:3]1.[CH3:12][O:13][C:14]1[CH:30]=[CH:29][C:17]2[N:18]=[C:19]([NH:21][C:22](N3C=CN=C3)=S)[S:20][C:16]=2[CH:15]=1.CC(C)N=C=NC(C)C. The product is [CH3:12][O:13][C:14]1[CH:30]=[CH:29][C:17]2[N:18]=[C:19]([NH:21][C:22]3[O:11][CH2:10][C:2]4([N:1]=3)[CH:7]3[CH2:8][CH2:9][N:4]([CH2:5][CH2:6]3)[CH2:3]4)[S:20][C:16]=2[CH:15]=1.